Dataset: Full USPTO retrosynthesis dataset with 1.9M reactions from patents (1976-2016). Task: Predict the reactants needed to synthesize the given product. The reactants are: C(OC([NH:8][C:9]1([C@@H:12]2[CH2:16][CH2:15][NH:14][CH2:13]2)[CH2:11][CH2:10]1)=O)(C)(C)C.C(N(CC)CC)C.CS(C)=O.F[C:29]1[CH:38]=[C:37]2[C:32]([C:33](=[O:46])[C:34]([C:43]([OH:45])=[O:44])=[CH:35][N:36]2[C@@H:39]2[CH2:41][C@@H:40]2[F:42])=[CH:31][CH:30]=1. Given the product [NH2:8][C:9]1([C@@H:12]2[CH2:16][CH2:15][N:14]([C:29]3[CH:38]=[C:37]4[C:32]([C:33](=[O:46])[C:34]([C:43]([OH:45])=[O:44])=[CH:35][N:36]4[C@@H:39]4[CH2:41][C@@H:40]4[F:42])=[CH:31][CH:30]=3)[CH2:13]2)[CH2:10][CH2:11]1, predict the reactants needed to synthesize it.